This data is from Full USPTO retrosynthesis dataset with 1.9M reactions from patents (1976-2016). The task is: Predict the reactants needed to synthesize the given product. (1) Given the product [Cl:9][C:8]1[N:7]=[C:6]([S:10][CH3:11])[N:5]=[C:4]2[N:12]([C:13]3[C:14]([F:20])=[CH:15][CH:16]=[CH:17][C:18]=3[F:19])[C:21](=[O:22])[NH:1][CH2:2][C:3]=12, predict the reactants needed to synthesize it. The reactants are: [NH2:1][CH2:2][C:3]1[C:4]([NH:12][C:13]2[C:18]([F:19])=[CH:17][CH:16]=[CH:15][C:14]=2[F:20])=[N:5][C:6]([S:10][CH3:11])=[N:7][C:8]=1[Cl:9].[C:21](C1NC=CN=1)(C1NC=CN=1)=[O:22]. (2) Given the product [Br:26][CH2:14][C:11]1[CH:12]=[CH:13][C:8]([C:5]2[CH:6]=[CH:7][C:2]([Br:1])=[C:3]([C:15]([F:18])([F:16])[F:17])[CH:4]=2)=[N:9][CH:10]=1, predict the reactants needed to synthesize it. The reactants are: [Br:1][C:2]1[CH:7]=[CH:6][C:5]([C:8]2[CH:13]=[CH:12][C:11]([CH3:14])=[CH:10][N:9]=2)=[CH:4][C:3]=1[C:15]([F:18])([F:17])[F:16].C1C(=O)N([Br:26])C(=O)C1.C(Cl)(=O)C1C=CC=CC=1. (3) Given the product [Cl:1][C:2]1[CH:3]=[CH:4][C:5]2[NH:11][CH2:10][CH2:9][NH:8][CH2:7][C:6]=2[CH:14]=1, predict the reactants needed to synthesize it. The reactants are: [Cl:1][C:2]1[CH:3]=[CH:4][C:5]2[NH:11][C:10](=O)[CH2:9][NH:8][C:7](=O)[C:6]=2[CH:14]=1.[H-].[Al+3].[Li+].[H-].[H-].[H-]. (4) Given the product [ClH:1].[Cl:1][C:2]1[CH:3]=[C:4]([CH:33]=[C:34]([F:36])[CH:35]=1)[CH2:5][CH:6]1[C:15]2[CH:14]=[C:13]([O:16][CH2:17][CH2:18][NH:19][S:20]([CH2:23][CH:24]3[CH2:26][CH2:25]3)(=[O:22])=[O:21])[CH:12]=[CH:11][C:10]=2[CH2:9][CH2:8][CH:7]1[NH:27][CH3:28], predict the reactants needed to synthesize it. The reactants are: [Cl:1][C:2]1[CH:3]=[C:4]([CH:33]=[C:34]([F:36])[CH:35]=1)[CH2:5][CH:6]1[C:15]2[C:10](=[CH:11][CH:12]=[C:13]([O:16][CH2:17][CH2:18][NH:19][S:20]([CH2:23][CH:24]3[CH2:26][CH2:25]3)(=[O:22])=[O:21])[CH:14]=2)[CH2:9][CH2:8][CH:7]1[NH:27][C:28](=O)OCC.[H-].[H-].[H-].[H-].[Li+].[Al+3].[OH-].[Na+].CC(O)C.Cl. (5) The reactants are: FC1C=C2C(C(I)=CN2S(C2C=CC=CC=2)(=O)=O)=CC=1.[F:21][C:22]1[CH:30]=[C:29]2[C:25]([C:26]([C:40]3[CH:55]=[CH:54][C:43]4[N:44]=[C:45]([CH2:47][N:48]5[CH2:53][CH2:52][NH:51][CH2:50][CH2:49]5)[O:46][C:42]=4[CH:41]=3)=[CH:27][N:28]2S(C2C=CC=CC=2)(=O)=O)=[CH:24][CH:23]=1. Given the product [F:21][C:22]1[CH:30]=[C:29]2[C:25]([C:26]([C:40]3[CH:55]=[CH:54][C:43]4[N:44]=[C:45]([CH2:47][N:48]5[CH2:49][CH2:50][NH:51][CH2:52][CH2:53]5)[O:46][C:42]=4[CH:41]=3)=[CH:27][NH:28]2)=[CH:24][CH:23]=1, predict the reactants needed to synthesize it.